Predict which catalyst facilitates the given reaction. From a dataset of Catalyst prediction with 721,799 reactions and 888 catalyst types from USPTO. Reactant: [F:1][C:2]1[C:30]([N:31]2[CH2:36][CH2:35][NH:34][CH2:33][CH2:32]2)=[CH:29][C:5]2[N:6]([CH2:17][C:18]3[CH:23]=[CH:22][C:21]([O:24][C:25]([F:28])([F:27])[F:26])=[CH:20][CH:19]=3)[C:7]([CH2:9][O:10][C:11]3[CH:16]=[CH:15][CH:14]=[CH:13][CH:12]=3)=[N:8][C:4]=2[CH:3]=1.[C:37](Cl)(=[O:44])[C:38]1[CH:43]=[CH:42][CH:41]=[CH:40][CH:39]=1. Product: [F:1][C:2]1[C:30]([N:31]2[CH2:36][CH2:35][N:34]([C:37]([C:38]3[CH:43]=[CH:42][CH:41]=[CH:40][CH:39]=3)=[O:44])[CH2:33][CH2:32]2)=[CH:29][C:5]2[N:6]([CH2:17][C:18]3[CH:19]=[CH:20][C:21]([O:24][C:25]([F:26])([F:27])[F:28])=[CH:22][CH:23]=3)[C:7]([CH2:9][O:10][C:11]3[CH:12]=[CH:13][CH:14]=[CH:15][CH:16]=3)=[N:8][C:4]=2[CH:3]=1. The catalyst class is: 4.